Dataset: Full USPTO retrosynthesis dataset with 1.9M reactions from patents (1976-2016). Task: Predict the reactants needed to synthesize the given product. Given the product [NH2:18][C:14]1[N:8]([CH2:1][C:2]2[CH:7]=[CH:6][CH:5]=[CH:4][CH:3]=2)[CH:23]=[N:22][C:11]=1[C:12]#[N:13], predict the reactants needed to synthesize it. The reactants are: [CH2:1]([NH2:8])[C:2]1[CH:7]=[CH:6][CH:5]=[CH:4][CH:3]=1.N/C(/C#N)=[C:11](\[C:14](=[NH:18])OCC)/[C:12]#[N:13].Cl.[NH2:22][C:23]1C=CC=CC=1.[OH-].[Na+].